Dataset: Forward reaction prediction with 1.9M reactions from USPTO patents (1976-2016). Task: Predict the product of the given reaction. (1) Given the reactants [N:1]1([CH2:7][C@@H:8]2[CH2:13][CH2:12][CH2:11][CH2:10][C@H:9]2[NH:14][C:15](=[O:27])[C:16]2[CH:21]=[CH:20][C:19]([N:22]3[CH:26]=[CH:25][CH:24]=[N:23]3)=[CH:18][CH:17]=2)[CH2:6][CH2:5][CH2:4][CH2:3][CH2:2]1.C(NCC)C, predict the reaction product. The product is: [N:1]1([CH2:7][C@H:8]2[CH2:13][CH2:12][CH2:11][CH2:10][C@@H:9]2[NH:14][C:15](=[O:27])[C:16]2[CH:21]=[CH:20][C:19]([N:22]3[CH:26]=[CH:25][CH:24]=[N:23]3)=[CH:18][CH:17]=2)[CH2:2][CH2:3][CH2:4][CH2:5][CH2:6]1. (2) Given the reactants [O:1]1[CH2:6][CH2:5][N:4]([CH2:7][CH2:8][O:9][C:10]2[CH:18]=[C:17]3[C:13]([C:14]([C:26]4[CH:31]=[CH:30][C:29]([Cl:32])=[CH:28][CH:27]=4)=[C:15](C4C=NC=CC=4)[C:16]3=[O:19])=[CH:12][CH:11]=2)[CH2:3][CH2:2]1.O1CCN(CCOC2C=C3C(C(C4C=CC=CC=4)=C(Br)C3=O)=CC=2)CC1.[F:59][C:60]1[CH:61]=[C:62](B(O)O)[CH:63]=[CH:64][C:65]=1[F:66], predict the reaction product. The product is: [O:1]1[CH2:2][CH2:3][N:4]([CH2:7][CH2:8][O:9][C:10]2[CH:18]=[C:17]3[C:13]([C:14]([C:26]4[CH:27]=[CH:28][C:29]([Cl:32])=[CH:30][CH:31]=4)=[C:15]([C:62]4[CH:63]=[CH:64][C:65]([F:66])=[C:60]([F:59])[CH:61]=4)[C:16]3=[O:19])=[CH:12][CH:11]=2)[CH2:5][CH2:6]1. (3) Given the reactants Cl.[CH3:2][O:3][C:4]1[C:14]([O:15][CH3:16])=[CH:13][C:7]2[CH2:8][CH2:9][NH:10][CH2:11][CH2:12][C:6]=2[CH:5]=1.C(N(CC)CC)C.[C:24](Cl)(=[O:27])[CH:25]=[CH2:26], predict the reaction product. The product is: [C:24]([N:10]1[CH2:11][CH2:12][C:6]2[CH:5]=[C:4]([O:3][CH3:2])[C:14]([O:15][CH3:16])=[CH:13][C:7]=2[CH2:8][CH2:9]1)(=[O:27])[CH:25]=[CH2:26]. (4) Given the reactants [OH:1][C:2]1[CH:7]=[CH:6][C:5]([C:8]([C:13]2[CH:18]=[CH:17][C:16]([OH:19])=[C:15]([CH3:20])[CH:14]=2)([CH2:11][CH3:12])[CH2:9][CH3:10])=[CH:4][C:3]=1[CH3:21].C[C:23]([O-:26])([CH3:25])[CH3:24].[K+].[NH4+].[Cl-], predict the reaction product. The product is: [CH3:25][C:23]1([CH3:24])[O:26][C@H:3]([CH2:4][O:1][C:2]2[CH:7]=[CH:6][C:5]([C:8]([C:13]3[CH:18]=[CH:17][C:16]([OH:19])=[C:15]([CH3:20])[CH:14]=3)([CH2:11][CH3:12])[CH2:9][CH3:10])=[CH:4][C:3]=2[CH3:21])[CH2:2][O:1]1. (5) The product is: [Br:29][C:30]1[CH:35]=[CH:34][C:33]2[NH:36][C:14]([CH:11]3[CH2:10][CH2:9][NH:8][CH2:13][CH2:12]3)=[N:37][C:32]=2[CH:31]=1. Given the reactants C(OC([N:8]1[CH2:13][CH2:12][CH:11]([C:14](O)=O)[CH2:10][CH2:9]1)=O)(C)(C)C.C1N=CN(C(N2C=NC=C2)=O)C=1.[Br:29][C:30]1[CH:31]=[C:32]([NH2:37])[C:33]([NH2:36])=[CH:34][CH:35]=1, predict the reaction product. (6) Given the reactants Br[C:2]1[C:7]2[C:8](=[O:23])[C:9]3[C:10]([CH:21]=[CH:22][C:6]=2[CH:5]=[CH:4][CH:3]=1)=[N:11][CH:12]=[C:13]([C:15]1[CH:20]=[CH:19][CH:18]=[CH:17][CH:16]=1)[CH:14]=3.[CH3:24]B1OB(C)OB(C)O1.C(=O)([O-])[O-].[K+].[K+], predict the reaction product. The product is: [CH3:24][C:2]1[C:7]2[C:8](=[O:23])[C:9]3[C:10]([CH:21]=[CH:22][C:6]=2[CH:5]=[CH:4][CH:3]=1)=[N:11][CH:12]=[C:13]([C:15]1[CH:20]=[CH:19][CH:18]=[CH:17][CH:16]=1)[CH:14]=3. (7) Given the reactants [OH-].[Na+].COC([N:7]1[C:17]2[CH2:16][CH:15]3[N:18]([S:19]([C:22]4[CH:27]=[CH:26][C:25]([Cl:28])=[CH:24][CH:23]=4)(=[O:21])=[O:20])[CH:11]([CH2:12][N:13]([C:29]([O:31][CH3:32])=[O:30])[CH2:14]3)[C:10]=2[CH:9]=[N:8]1)=O, predict the reaction product. The product is: [CH3:32][O:31][C:29]([N:13]1[CH2:12][CH:11]2[N:18]([S:19]([C:22]3[CH:27]=[CH:26][C:25]([Cl:28])=[CH:24][CH:23]=3)(=[O:21])=[O:20])[CH:15]([CH2:16][C:17]3[NH:7][N:8]=[CH:9][C:10]=32)[CH2:14]1)=[O:30]. (8) Given the reactants Br[CH:2]([C:11]1[CH:16]=[CH:15][CH:14]=[CH:13][CH:12]=1)[C:3]([C:5]1[CH:10]=[CH:9][CH:8]=[CH:7][CH:6]=1)=[O:4].[F:17][C:18]1[CH:19]=[CH:20][C:21]([OH:24])=[N:22][CH:23]=1, predict the reaction product. The product is: [F:17][C:18]1[CH:19]=[CH:20][C:21](=[O:24])[N:22]([CH:2]([C:11]2[CH:16]=[CH:15][CH:14]=[CH:13][CH:12]=2)[C:3](=[O:4])[C:5]2[CH:10]=[CH:9][CH:8]=[CH:7][CH:6]=2)[CH:23]=1. (9) Given the reactants CC(C)([O-])C.[K+].[C:7]([C:11]([NH:13][C:14]1[CH:23]=[CH:22][CH:21]=[C:20]([OH:24])[C:15]=1[C:16]([O:18][CH3:19])=[O:17])=[O:12])([CH3:10])([CH3:9])[CH3:8].[C:25]1(=[O:29])[O:28][CH2:27][CH2:26]1.C(OCC)(=O)C, predict the reaction product. The product is: [C:7]([C:11]([NH:13][C:14]1[CH:23]=[CH:22][CH:21]=[C:20]([O:24][CH2:27][CH2:26][C:25]([OH:29])=[O:28])[C:15]=1[C:16]([O:18][CH3:19])=[O:17])=[O:12])([CH3:10])([CH3:8])[CH3:9].